Dataset: NCI-60 drug combinations with 297,098 pairs across 59 cell lines. Task: Regression. Given two drug SMILES strings and cell line genomic features, predict the synergy score measuring deviation from expected non-interaction effect. (1) Drug 1: CC12CCC3C(C1CCC2O)C(CC4=C3C=CC(=C4)O)CCCCCCCCCS(=O)CCCC(C(F)(F)F)(F)F. Drug 2: C#CCC(CC1=CN=C2C(=N1)C(=NC(=N2)N)N)C3=CC=C(C=C3)C(=O)NC(CCC(=O)O)C(=O)O. Cell line: SN12C. Synergy scores: CSS=-1.91, Synergy_ZIP=-0.596, Synergy_Bliss=-4.88, Synergy_Loewe=-3.40, Synergy_HSA=-7.44. (2) Drug 1: CC1=CC=C(C=C1)C2=CC(=NN2C3=CC=C(C=C3)S(=O)(=O)N)C(F)(F)F. Drug 2: C1=NC2=C(N=C(N=C2N1C3C(C(C(O3)CO)O)F)Cl)N. Cell line: A498. Synergy scores: CSS=1.39, Synergy_ZIP=1.46, Synergy_Bliss=2.07, Synergy_Loewe=-0.479, Synergy_HSA=0.0856. (3) Drug 1: C1C(C(OC1N2C=NC3=C(N=C(N=C32)Cl)N)CO)O. Synergy scores: CSS=0.748, Synergy_ZIP=-0.804, Synergy_Bliss=-0.364, Synergy_Loewe=-2.35, Synergy_HSA=-2.02. Cell line: NCI-H226. Drug 2: CC1CCC2CC(C(=CC=CC=CC(CC(C(=O)C(C(C(=CC(C(=O)CC(OC(=O)C3CCCCN3C(=O)C(=O)C1(O2)O)C(C)CC4CCC(C(C4)OC)O)C)C)O)OC)C)C)C)OC. (4) Drug 1: C1CN1C2=NC(=NC(=N2)N3CC3)N4CC4. Drug 2: CC(C)(C#N)C1=CC(=CC(=C1)CN2C=NC=N2)C(C)(C)C#N. Cell line: HL-60(TB). Synergy scores: CSS=73.4, Synergy_ZIP=2.54, Synergy_Bliss=2.47, Synergy_Loewe=-1.27, Synergy_HSA=0.422. (5) Drug 1: CN1C(=O)N2C=NC(=C2N=N1)C(=O)N. Drug 2: C1=CC=C(C=C1)NC(=O)CCCCCCC(=O)NO. Cell line: MOLT-4. Synergy scores: CSS=51.8, Synergy_ZIP=-2.11, Synergy_Bliss=1.86, Synergy_Loewe=-7.94, Synergy_HSA=2.51. (6) Drug 1: C1C(C(OC1N2C=C(C(=O)NC2=O)F)CO)O. Drug 2: C(=O)(N)NO. Cell line: UACC-257. Synergy scores: CSS=7.51, Synergy_ZIP=-2.58, Synergy_Bliss=0.357, Synergy_Loewe=-6.91, Synergy_HSA=-0.217. (7) Drug 1: C1CN1C2=NC(=NC(=N2)N3CC3)N4CC4. Drug 2: CN(C)N=NC1=C(NC=N1)C(=O)N. Cell line: SK-OV-3. Synergy scores: CSS=36.1, Synergy_ZIP=-7.80, Synergy_Bliss=-2.46, Synergy_Loewe=-8.65, Synergy_HSA=0.795.